This data is from Reaction yield outcomes from USPTO patents with 853,638 reactions. The task is: Predict the reaction yield, written as a fraction of the theoretical maximum amount of product (1.0 means a 100% yield; for example, 0.34 means a 34% yield). (1) The reactants are [NH:1]1[CH2:6][CH2:5][CH:4]([N:7]2[CH:11]=[C:10]([C:12]3[CH:17]=[CH:16][CH:15]=[CH:14][N:13]=3)[NH:9][C:8]2=[O:18])[CH2:3][CH2:2]1.[Cl:19][C:20]1[C:28]2[NH:27][N:26]=[CH:25][C:24]=2[C:23]2[CH2:29][N:30]([CH2:55][C:56]([CH3:59])([CH3:58])[CH3:57])[C:31](=[O:54])[C@H:32]([CH2:34][C:35](=[O:53])N3CCC(N4CC5C(=CC=CC=5)NC4=O)CC3)[CH2:33][C:22]=2[CH:21]=1. No catalyst specified. The product is [Cl:19][C:20]1[C:28]2[NH:27][N:26]=[CH:25][C:24]=2[C:23]2[CH2:29][N:30]([CH2:55][C:56]([CH3:59])([CH3:58])[CH3:57])[C:31](=[O:54])[C@H:32]([CH2:34][C:35](=[O:53])[N:1]3[CH2:2][CH2:3][CH:4]([N:7]4[CH:11]=[C:10]([C:12]5[CH:17]=[CH:16][CH:15]=[CH:14][N:13]=5)[NH:9][C:8]4=[O:18])[CH2:5][CH2:6]3)[CH2:33][C:22]=2[CH:21]=1. The yield is 0.370. (2) The reactants are I[C:2]1[CH:3]=[C:4]2[C:8](=[CH:9][CH:10]=1)[N:7]([C:11]1[CH:16]=[CH:15][CH:14]=[CH:13][CH:12]=1)[C:6]1[N:17]=[CH:18][CH:19]=[CH:20][C:5]2=1.[NH:21]1[CH:25]=[CH:24][N:23]=[CH:22]1.C1(N)CCCCC1N.C([O-])([O-])=O.[K+].[K+]. The catalyst is CN(C=O)C.[Cu]I.O. The product is [N:21]1([C:2]2[CH:3]=[C:4]3[C:8](=[CH:9][CH:10]=2)[N:7]([C:11]2[CH:16]=[CH:15][CH:14]=[CH:13][CH:12]=2)[C:6]2[N:17]=[CH:18][CH:19]=[CH:20][C:5]3=2)[CH:25]=[CH:24][N:23]=[CH:22]1. The yield is 0.620. (3) The reactants are [H-].[Na+].[CH2:3]([OH:10])[C:4]1[CH:9]=[CH:8][CH:7]=[CH:6][CH:5]=1.Br[CH2:12][CH2:13][C:14]([O:16]CC)=[O:15].O. The catalyst is C1(C)C=CC=CC=1.C(OCC)(=O)C.CO.[OH-].[Na+]. The product is [CH2:3]([O:10][CH2:12][CH2:13][C:14]([OH:16])=[O:15])[C:4]1[CH:9]=[CH:8][CH:7]=[CH:6][CH:5]=1. The yield is 0.340. (4) The reactants are CO.[Li+].[BH4-].C([O:7][C:8](=O)[C:9]([CH3:36])([C:30]1[CH:35]=[CH:34][CH:33]=[CH:32][CH:31]=1)[CH2:10][CH2:11][CH2:12][S:13][CH2:14][CH2:15][CH2:16][C:17]([C:25](OCC)=[O:26])([C:19]1[CH:24]=[CH:23][CH:22]=[CH:21][CH:20]=1)[CH3:18])C.Cl.[Cl-].[NH4+]. The catalyst is ClCCl. The product is [OH:7][CH2:8][C:9]([CH3:36])([C:30]1[CH:35]=[CH:34][CH:33]=[CH:32][CH:31]=1)[CH2:10][CH2:11][CH2:12][S:13][CH2:14][CH2:15][CH2:16][C:17]([CH3:18])([C:19]1[CH:24]=[CH:23][CH:22]=[CH:21][CH:20]=1)[CH2:25][OH:26]. The yield is 0.410.